From a dataset of Forward reaction prediction with 1.9M reactions from USPTO patents (1976-2016). Predict the product of the given reaction. (1) Given the reactants [CH3:1][O:2][C:3]1[CH:4]=[C:5]2[C:10](=[CH:11][CH:12]=1)[C:9](=[O:13])[C:8]([CH3:15])([CH3:14])[CH2:7][CH2:6]2.[BH4-].[Na+].O, predict the reaction product. The product is: [CH3:1][O:2][C:3]1[CH:4]=[C:5]2[C:10](=[CH:11][CH:12]=1)[CH:9]([OH:13])[C:8]([CH3:15])([CH3:14])[CH2:7][CH2:6]2. (2) Given the reactants Br[N:2]1C(=O)CCC1=O.[Cl:9][C:10]1[S:14][C:13]([C:15]([NH:17][C:18]2[CH:26]=[CH:25][CH:24]=[C:23]3[C:19]=2[C:20](=[O:37])[N:21]([CH2:28][C:29]2[CH:34]=[CH:33][CH:32]=[C:31]([CH2:35]O)[CH:30]=2)[C:22]3=[O:27])=[O:16])=[CH:12][CH:11]=1.C1(P(C2C=CC=CC=2)C2C=CC=CC=2)C=CC=CC=1.O, predict the reaction product. The product is: [NH2:2][CH2:35][C:31]1[CH:30]=[C:29]([CH:34]=[CH:33][CH:32]=1)[CH2:28][N:21]1[C:20](=[O:37])[C:19]2[C:23](=[CH:24][CH:25]=[CH:26][C:18]=2[NH:17][C:15]([C:13]2[S:14][C:10]([Cl:9])=[CH:11][CH:12]=2)=[O:16])[C:22]1=[O:27]. (3) Given the reactants C(OC1C=CC(C2C=CSC=2C[CH2:21][C:22]([O:24][CH2:25]C)=[O:23])=CC=1)C1C=CC=CC=1.COC(=O)C[C:31]1[NH:32][CH:33]=[CH:34][CH:35]=1.Br[CH2:38][C:39]1[O:43][N:42]=[C:41]([O:44][CH2:45][CH2:46][C:47]2[N:48]=[C:49]([C:53]3[CH:58]=[CH:57][CH:56]=[CH:55][CH:54]=3)[O:50][C:51]=2[CH3:52])[CH:40]=1, predict the reaction product. The product is: [CH3:25][O:24][C:22](=[O:23])[CH:21]([N:32]1[CH:31]=[CH:35][CH:34]=[CH:33]1)[CH2:38][C:39]1[O:43][N:42]=[C:41]([O:44][CH2:45][CH2:46][C:47]2[N:48]=[C:49]([C:53]3[CH:58]=[CH:57][CH:56]=[CH:55][CH:54]=3)[O:50][C:51]=2[CH3:52])[CH:40]=1. (4) Given the reactants O1CCCC1.[F-].C([N+](CCCC)(CCCC)CCCC)CCC.[Cl:24][C:25]1[C:26]([CH:40]([C:52]2[CH:57]=[C:56]([F:58])[CH:55]=[CH:54][C:53]=2[F:59])[S:41]([C:44]2[CH:49]=[CH:48][C:47]([F:50])=[C:46]([F:51])[CH:45]=2)(=[O:43])=[O:42])=[CH:27][C:28]([N:31](S(C)(=O)=O)[S:32]([CH3:35])(=[O:34])=[O:33])=[N:29][CH:30]=1.CCCCCC, predict the reaction product. The product is: [Cl:24][C:25]1[C:26]([CH:40]([C:52]2[CH:57]=[C:56]([F:58])[CH:55]=[CH:54][C:53]=2[F:59])[S:41]([C:44]2[CH:49]=[CH:48][C:47]([F:50])=[C:46]([F:51])[CH:45]=2)(=[O:43])=[O:42])=[CH:27][C:28]([NH:31][S:32]([CH3:35])(=[O:34])=[O:33])=[N:29][CH:30]=1. (5) Given the reactants [CH:1]1([CH:7]([NH:18][C:19]2[CH:20]=[CH:21][C:22]([C:25]([N:27]([CH3:35])[CH2:28][CH2:29][C:30]([O:32]CC)=[O:31])=[O:26])=[N:23][CH:24]=2)[C:8]2[S:9][C:10]3[CH:17]=[CH:16][CH:15]=[CH:14][C:11]=3[C:12]=2[CH3:13])[CH2:6][CH2:5][CH2:4][CH2:3][CH2:2]1.CCCCCC.CC(O)C.C(O)C.[OH-].[Li+], predict the reaction product. The product is: [CH:1]1([CH:7]([NH:18][C:19]2[CH:20]=[CH:21][C:22]([C:25]([N:27]([CH3:35])[CH2:28][CH2:29][C:30]([OH:32])=[O:31])=[O:26])=[N:23][CH:24]=2)[C:8]2[S:9][C:10]3[CH:17]=[CH:16][CH:15]=[CH:14][C:11]=3[C:12]=2[CH3:13])[CH2:6][CH2:5][CH2:4][CH2:3][CH2:2]1. (6) Given the reactants [CH3:1][C:2]1[C:10]2[C:9](=[O:11])[CH2:8][C:7]([CH3:13])([CH3:12])[CH2:6][C:5]=2[NH:4][CH:3]=1.[H-].[Na+].F[C:17]1[CH:26]=[C:25]2[C:20]([C:21]([CH3:28])=[N:22][C:23]([NH2:27])=[N:24]2)=[CH:19][CH:18]=1, predict the reaction product. The product is: [NH2:27][C:23]1[N:22]=[C:21]([CH3:28])[C:20]2[C:25](=[CH:26][C:17]([N:4]3[C:5]4[CH2:6][C:7]([CH3:13])([CH3:12])[CH2:8][C:9](=[O:11])[C:10]=4[C:2]([CH3:1])=[CH:3]3)=[CH:18][CH:19]=2)[N:24]=1. (7) The product is: [F:1][C:2]1[C:7]([F:8])=[CH:6][C:5]([N+:26]([O-:28])=[O:27])=[CH:4][C:3]=1[C@:9]12[CH2:17][O:16][C@H:15]([CH2:18][F:19])[C@H:14]1[CH2:13][S:12][C:11]([NH2:20])=[N:10]2. Given the reactants [F:1][C:2]1[C:7]([F:8])=[CH:6][CH:5]=[CH:4][C:3]=1[C@:9]12[CH2:17][O:16][C@H:15]([CH2:18][F:19])[C@H:14]1[CH2:13][S:12][C:11]([NH2:20])=[N:10]2.S(=O)(=O)(O)O.[N+:26]([O-])([OH:28])=[O:27].[OH-].[Na+], predict the reaction product.